Dataset: Forward reaction prediction with 1.9M reactions from USPTO patents (1976-2016). Task: Predict the product of the given reaction. (1) Given the reactants [Cl:1][C:2]1[CH:3]=[C:4]([CH:8]=[C:9]([N:11]2[CH2:16][CH2:15][CH:14]([OH:17])[CH2:13][CH2:12]2)[N:10]=1)[C:5]([NH2:7])=[O:6].[Br:18][C:19]1[CH:20]=[C:21]([C:25](O)=[O:26])[NH:22][C:23]=1[CH3:24].C1(P(C2C=CC=CC=2)C2C=CC=CC=2)C=CC=CC=1.CCOC(/N=N/C(OCC)=O)=O, predict the reaction product. The product is: [Br:18][C:19]1[CH:20]=[C:21]([C:25]([O:17][CH:14]2[CH2:15][CH2:16][N:11]([C:9]3[CH:8]=[C:4]([C:5]([NH2:7])=[O:6])[CH:3]=[C:2]([Cl:1])[N:10]=3)[CH2:12][CH2:13]2)=[O:26])[NH:22][C:23]=1[CH3:24]. (2) Given the reactants [OH-].[Li+].[Cl:3][C:4]1[CH:5]=[C:6]([CH:21]=[C:22]([Cl:27])[C:23]=1[O:24][CH2:25][CH3:26])[C:7]([NH:9][C:10]1[CH:19]=[CH:18][C:13]([C:14]([O:16]C)=[O:15])=[C:12]([CH3:20])[CH:11]=1)=[O:8], predict the reaction product. The product is: [Cl:3][C:4]1[CH:5]=[C:6]([CH:21]=[C:22]([Cl:27])[C:23]=1[O:24][CH2:25][CH3:26])[C:7]([NH:9][C:10]1[CH:19]=[CH:18][C:13]([C:14]([OH:16])=[O:15])=[C:12]([CH3:20])[CH:11]=1)=[O:8]. (3) The product is: [ClH:20].[N:12]1([C:18]([O:9][CH2:8][C:6]2[CH:5]=[CH:4][CH:3]=[C:2]([CH3:1])[N:7]=2)=[O:19])[CH2:17][CH2:16][O:15][CH2:14][CH2:13]1. Given the reactants [CH3:1][C:2]1[N:7]=[C:6]([CH2:8][OH:9])[CH:5]=[CH:4][CH:3]=1.[H-].[Na+].[N:12]1([C:18]([Cl:20])=[O:19])[CH2:17][CH2:16][O:15][CH2:14][CH2:13]1, predict the reaction product. (4) Given the reactants [CH:1]1([CH2:4][O:5][C:6]2[CH:11]=[CH:10][C:9]([F:12])=[CH:8][C:7]=2[C:13]2[C:14]3[NH:21][CH:20]=[C:19]([C:22](O)=[O:23])[C:15]=3[N:16]=[CH:17][N:18]=2)[CH2:3][CH2:2]1.Cl.[CH3:26][O:27][CH2:28][CH2:29][NH:30][C:31]([C@H:33]1[CH2:38][CH2:37][C@H:36]([NH2:39])[CH2:35][CH2:34]1)=[O:32], predict the reaction product. The product is: [CH3:26][O:27][CH2:28][CH2:29][NH:30][C:31]([C@H:33]1[CH2:34][CH2:35][C@H:36]([NH:39][C:22]([C:19]2[C:15]3[N:16]=[CH:17][N:18]=[C:13]([C:7]4[CH:8]=[C:9]([F:12])[CH:10]=[CH:11][C:6]=4[O:5][CH2:4][CH:1]4[CH2:2][CH2:3]4)[C:14]=3[NH:21][CH:20]=2)=[O:23])[CH2:37][CH2:38]1)=[O:32]. (5) Given the reactants [F:1][C:2]1[CH:7]=[CH:6][C:5]([C@H:8]([CH2:18][CH3:19])[CH2:9][C@:10]([OH:17])([C:13]([F:16])([F:15])[F:14])[CH:11]=O)=[C:4]([O:20][CH3:21])[C:3]=1[CH3:22].[NH2:23][C:24]1[CH:33]=[CH:32][C:31]([F:34])=[C:30]2[C:25]=1[CH:26]=[CH:27][C:28](=[O:35])[NH:29]2, predict the reaction product. The product is: [F:34][C:31]1[CH:32]=[CH:33][C:24]([N:23]=[CH:11][C@@:10]([OH:17])([C:13]([F:16])([F:14])[F:15])[CH2:9][C@H:8]([C:5]2[CH:6]=[CH:7][C:2]([F:1])=[C:3]([CH3:22])[C:4]=2[O:20][CH3:21])[CH2:18][CH3:19])=[C:25]2[C:30]=1[NH:29][C:28](=[O:35])[CH:27]=[CH:26]2. (6) Given the reactants CN(C)[CH2:3][C:4]#[C:5][C:6]1[CH:7]=[C:8]([C@@H:12]2[C@@H:16]([C:17]3[CH:22]=[CH:21][CH:20]=[C:19]([F:23])[CH:18]=3)[O:15][C:14](=[O:24])[NH:13]2)[CH:9]=[N:10][CH:11]=1.Br[C:27]1[CH:28]=[C:29]([C@@H]2[C@@H]([C:27]3[CH:32]=CC=[C:29](F)[CH:28]=3)OC(=O)N2)C=N[CH:32]=1.C(C1CCCC1)#C, predict the reaction product. The product is: [CH:3]1([C:4]#[C:5][C:6]2[CH:7]=[C:8]([C@@H:12]3[C@@H:16]([C:17]4[CH:22]=[CH:21][CH:20]=[C:19]([F:23])[CH:18]=4)[O:15][C:14](=[O:24])[NH:13]3)[CH:9]=[N:10][CH:11]=2)[CH2:29][CH2:28][CH2:27][CH2:32]1. (7) Given the reactants C(=O)([O-])[O-].[K+].[K+].[SH:7][CH2:8][CH2:9][OH:10].[CH3:11][C:12]1[CH:13]=[C:14]([C:29]2[S:33][C:32]([N:34]3[CH2:40][CH2:39][CH2:38][NH:37][C:36](=[O:41])[CH2:35]3)=[N:31][CH:30]=2)[CH:15]=[C:16]([NH:18][C:19]2[N:24]=[C:23](S(C)(=O)=O)[CH:22]=[CH:21][N:20]=2)[CH:17]=1, predict the reaction product. The product is: [OH:10][CH2:9][CH2:8][S:7][C:21]1[CH:22]=[CH:23][N:24]=[C:19]([NH:18][C:16]2[CH:15]=[C:14]([C:29]3[S:33][C:32]([N:34]4[CH2:40][CH2:39][CH2:38][NH:37][C:36](=[O:41])[CH2:35]4)=[N:31][CH:30]=3)[CH:13]=[C:12]([CH3:11])[CH:17]=2)[N:20]=1.